Predict which catalyst facilitates the given reaction. From a dataset of Catalyst prediction with 721,799 reactions and 888 catalyst types from USPTO. (1) Reactant: [C:1]([C:3]1[CH:8]=[CH:7][CH:6]=[CH:5][C:4]=1[NH:9][S:10]([CH3:13])(=[O:12])=[O:11])#[N:2].C1(P(C2C=CC=CC=2)C2C=CC=CC=2)C=CC=CC=1.CCOC(/N=N/C(OCC)=O)=O.[O:45]1[CH2:50][CH2:49][CH2:48][CH2:47][CH:46]1[O:51][CH2:52][CH2:53]O. Product: [C:1]([C:3]1[CH:8]=[CH:7][CH:6]=[CH:5][C:4]=1[N:9]([CH2:53][CH2:52][O:51][CH:46]1[CH2:47][CH2:48][CH2:49][CH2:50][O:45]1)[S:10]([CH3:13])(=[O:12])=[O:11])#[N:2]. The catalyst class is: 1. (2) Reactant: [C:1]1([CH2:7][O:8][C:9]([N:11]2[CH2:16][CH2:15][CH2:14][CH2:13][C@H:12]2[C:17]([OH:19])=O)=[O:10])[CH:6]=[CH:5][CH:4]=[CH:3][CH:2]=1.C1C=CC2N(O)N=NC=2C=1.[CH3:30][N:31]1CCOC[CH2:32]1.CNC.C1COCC1.CCN=C=NCCCN(C)C.Cl. Product: [CH3:30][N:31]([CH3:32])[C:17]([C@@H:12]1[CH2:13][CH2:14][CH2:15][CH2:16][N:11]1[C:9]([O:8][CH2:7][C:1]1[CH:6]=[CH:5][CH:4]=[CH:3][CH:2]=1)=[O:10])=[O:19]. The catalyst class is: 2. (3) Reactant: C[O:2][C:3]([C:5]1[N:6]([CH2:28][C:29]2[CH:34]=[CH:33][CH:32]=[CH:31][N:30]=2)[C:7]2[C:12]([C:13]=1[C:14](=[O:25])[NH:15][CH2:16][C:17]1[CH:22]=[CH:21][C:20]([F:23])=[C:19]([F:24])[CH:18]=1)=[CH:11][CH:10]=[C:9]([O:26][CH3:27])[CH:8]=2)=[O:4].B(Br)(Br)Br. Product: [F:24][C:19]1[CH:18]=[C:17]([CH:22]=[CH:21][C:20]=1[F:23])[CH2:16][NH:15][C:14]([C:13]1[C:12]2[C:7](=[CH:8][C:9]([O:26][CH3:27])=[CH:10][CH:11]=2)[N:6]([CH2:28][C:29]2[CH:34]=[CH:33][CH:32]=[CH:31][N:30]=2)[C:5]=1[C:3]([OH:4])=[O:2])=[O:25]. The catalyst class is: 2. (4) Reactant: [CH3:1][N:2]1[C:6]2=[CH:7][N:8]=[C:9]([NH2:11])[CH:10]=[C:5]2[CH:4]=[CH:3]1.Br[CH2:13][C:14]1[CH:24]=[CH:23][C:22]([O:25][CH3:26])=[CH:21][C:15]=1[C:16](OCC)=[O:17].C(N(CC)C(C)C)(C)C. Product: [CH3:26][O:25][C:22]1[CH:21]=[C:15]2[C:14]([CH2:13][N:11]([C:9]3[CH:10]=[C:5]4[CH:4]=[CH:3][N:2]([CH3:1])[C:6]4=[CH:7][N:8]=3)[C:16]2=[O:17])=[CH:24][CH:23]=1. The catalyst class is: 8. (5) Reactant: C(=O)([O-])[O-].[K+].[K+].[OH:7][C:8]1[CH:9]=[CH:10][C:11]([N:19]2[C:23]([CH3:24])=[N:22][N:21]=[N:20]2)=[C:12]([CH:18]=1)[C:13]([O:15][CH2:16][CH3:17])=[O:14].[CH2:25](Br)[C:26]1[CH:31]=[CH:30][CH:29]=[CH:28][CH:27]=1. Product: [CH2:25]([O:7][C:8]1[CH:9]=[CH:10][C:11]([N:19]2[C:23]([CH3:24])=[N:22][N:21]=[N:20]2)=[C:12]([CH:18]=1)[C:13]([O:15][CH2:16][CH3:17])=[O:14])[C:26]1[CH:31]=[CH:30][CH:29]=[CH:28][CH:27]=1. The catalyst class is: 3.